Dataset: Reaction yield outcomes from USPTO patents with 853,638 reactions. Task: Predict the reaction yield, written as a fraction of the theoretical maximum amount of product (1.0 means a 100% yield; for example, 0.34 means a 34% yield). (1) The reactants are [CH:1]1([OH:6])[CH2:5][CH2:4][CH2:3][CH2:2]1.F[C:8]1[CH:13]=[CH:12][CH:11]=[CH:10][C:9]=1[N+:14]([O-:16])=[O:15].[CH:17]1([O:22][C:23]2[CH:29]=[CH:28][CH:27]=[CH:26][C:24]=2[NH2:25])[CH2:21][CH2:20][CH2:19][CH2:18]1.[NH2:30][C:31]1[S:32][CH:33]=[CH:34][N:35]=1. No catalyst specified. The product is [CH:1]1([O:6][C:8]2[CH:13]=[CH:12][CH:11]=[CH:10][C:9]=2[N+:14]([O-:16])=[O:15])[CH2:5][CH2:4][CH2:3][CH2:2]1.[CH:17]1([O:22][C:23]2[CH:29]=[CH:28][CH:27]=[CH:26][C:24]=2[NH:25][C:1]([NH:30][C:31]2[S:32][CH:33]=[CH:34][N:35]=2)=[O:6])[CH2:21][CH2:20][CH2:19][CH2:18]1. The yield is 0.800. (2) The reactants are Br[C:2]1[CH:7]=[CH:6][N:5]=[C:4]([NH2:8])[CH:3]=1.[CH3:9][O:10][C:11]1[C:16](B(O)O)=[CH:15][CH:14]=[CH:13][N:12]=1.C(=O)([O-])[O-].[Na+].[Na+]. The catalyst is CN(C=O)C. The product is [CH3:9][O:10][C:11]1[C:16]([C:2]2[CH:7]=[CH:6][N:5]=[C:4]([NH2:8])[CH:3]=2)=[CH:15][CH:14]=[CH:13][N:12]=1. The yield is 0.930. (3) The catalyst is ClCCl. The reactants are COC1C=CC(C[NH:8][C:9]2[C:18]3[CH2:17][CH2:16][CH2:15][C:14]4[CH:19]=[C:20]([N:23]5[CH2:27][C@H:26]([CH2:28][NH:29][C:30](=[O:32])[CH3:31])[O:25][C:24]5=[O:33])[CH:21]=[CH:22][C:13]=4[C:12]=3[NH:11][N:10]=2)=CC=1.C([SiH](CC)CC)C.FC(F)(F)C(O)=O. The yield is 0.870. The product is [NH2:8][C:9]1[C:18]2[CH2:17][CH2:16][CH2:15][C:14]3[CH:19]=[C:20]([N:23]4[CH2:27][C@H:26]([CH2:28][NH:29][C:30](=[O:32])[CH3:31])[O:25][C:24]4=[O:33])[CH:21]=[CH:22][C:13]=3[C:12]=2[NH:11][N:10]=1. (4) The reactants are [F:1][C:2]1[CH:3]=[C:4]([C@H:8]2[CH2:12][CH2:11][CH2:10][N:9]2[C:13]2[CH:18]=[CH:17][N:16]3[N:19]=[CH:20][C:21]([C:22]([OH:24])=O)=[C:15]3[N:14]=2)[CH:5]=[N:6][CH:7]=1.[F:25][CH2:26][C:27]([CH3:30])([NH2:29])[CH3:28]. No catalyst specified. The product is [F:25][CH2:26][C:27]([NH:29][C:22]([C:21]1[CH:20]=[N:19][N:16]2[CH:17]=[CH:18][C:13]([N:9]3[CH2:10][CH2:11][CH2:12][C@@H:8]3[C:4]3[CH:5]=[N:6][CH:7]=[C:2]([F:1])[CH:3]=3)=[N:14][C:15]=12)=[O:24])([CH3:30])[CH3:28]. The yield is 1.00. (5) The reactants are C([O:4][C@@H:5]([C:7]1[N:12]=[C:11]([N:13]2[CH2:22][CH2:21][C:20]3[C:15](=[CH:16][CH:17]=[C:18]([C:23]4[CH:27]=[CH:26][S:25][CH:24]=4)[CH:19]=3)[CH2:14]2)[CH:10]=[CH:9][N:8]=1)[CH3:6])(=O)C.O.[OH-].[Li+]. The catalyst is CO.O1CCCC1.O. The product is [S:25]1[CH:26]=[CH:27][C:23]([C:18]2[CH:19]=[C:20]3[C:15](=[CH:16][CH:17]=2)[CH2:14][N:13]([C:11]2[CH:10]=[CH:9][N:8]=[C:7]([CH:5]([OH:4])[CH3:6])[N:12]=2)[CH2:22][CH2:21]3)=[CH:24]1. The yield is 0.720. (6) The product is [Cl:19][CH2:20][C:21]([NH:1][C:2]1[C:15]2[C:14](=[O:16])[C:13]3[C:8](=[CH:9][CH:10]=[CH:11][CH:12]=3)[C:7](=[O:17])[C:6]=2[C:5]([NH:18][C:21](=[O:22])[CH2:20][Cl:19])=[CH:4][CH:3]=1)=[O:22]. The yield is 0.760. The reactants are [NH2:1][C:2]1[C:15]2[C:14](=[O:16])[C:13]3[C:8](=[CH:9][CH:10]=[CH:11][CH:12]=3)[C:7](=[O:17])[C:6]=2[C:5]([NH2:18])=[CH:4][CH:3]=1.[Cl:19][CH2:20][C:21](Cl)=[O:22]. The catalyst is CC(N(C)C)=O.C(Cl)(Cl)Cl.